This data is from Full USPTO retrosynthesis dataset with 1.9M reactions from patents (1976-2016). The task is: Predict the reactants needed to synthesize the given product. (1) Given the product [CH3:19][C:17]([CH3:20])([O:16][C:14]([N:12]([CH3:13])[CH2:11][CH2:10][C:5]1([C:3]([OH:4])=[O:2])[CH2:6][CH2:7][CH2:8][CH2:9]1)=[O:15])[CH3:18], predict the reactants needed to synthesize it. The reactants are: C[O:2][C:3]([C:5]1([CH2:10][CH2:11][N:12]([C:14]([O:16][C:17]([CH3:20])([CH3:19])[CH3:18])=[O:15])[CH3:13])[CH2:9][CH2:8][CH2:7][CH2:6]1)=[O:4].[Li+].[OH-]. (2) Given the product [N:34]1([CH2:30][C:27]2[CH:28]=[CH:29][C:11]3[NH:10]/[C:9](=[N:8]\[C:6](=[O:7])[C:5]4[CH:32]=[CH:33][C:2]([F:1])=[CH:3][CH:4]=4)/[N:13]([C@H:14]4[CH2:19][CH2:18][C@@H:17]([C:20](=[O:25])[NH:21][CH:22]([CH3:23])[CH3:24])[CH2:16][CH2:15]4)[C:12]=3[CH:26]=2)[CH:38]=[CH:37][CH:36]=[N:35]1.[F:1][C:2]1[CH:33]=[CH:32][C:5]([C:6]([NH2:8])=[O:7])=[CH:4][CH:3]=1, predict the reactants needed to synthesize it. The reactants are: [F:1][C:2]1[CH:33]=[CH:32][C:5]([C:6](/[N:8]=[C:9]2\[NH:10][C:11]3[CH:29]=[CH:28][C:27]([CH2:30]O)=[CH:26][C:12]=3[N:13]\2[C@H:14]2[CH2:19][CH2:18][C@@H:17]([C:20](=[O:25])[NH:21][CH:22]([CH3:24])[CH3:23])[CH2:16][CH2:15]2)=[O:7])=[CH:4][CH:3]=1.[NH:34]1[CH:38]=[CH:37][CH:36]=[N:35]1. (3) Given the product [CH3:8][O:9][C:10](=[O:34])[C:11]1[CH:23]=[C:22]([C:24]([F:1])([F:41])[C:29]2[O:30][CH:31]=[CH:32][CH:33]=2)[CH:21]=[C:13]([C:14]([N:16]([CH3:20])[CH2:17][CH2:18][CH3:19])=[O:15])[CH:12]=1, predict the reactants needed to synthesize it. The reactants are: [F:1][B-](F)(F)F.N#[O+].[CH3:8][O:9][C:10](=[O:34])[C:11]1[CH:23]=[C:22]([C:24]2([C:29]3[O:30][CH:31]=[CH:32][CH:33]=3)SCCS2)[CH:21]=[C:13]([C:14]([N:16]([CH3:20])[CH2:17][CH2:18][CH3:19])=[O:15])[CH:12]=1.C1C=CN=CC=1.[FH:41]. (4) Given the product [C:9]([O:13][C:14]([N:16]1[CH2:21][CH2:20][N:19]([C:22]2[CH:27]=[N:26][C:25]([Br:8])=[C:24]([C:28]3[CH:29]=[CH:30][C:31]([Cl:34])=[CH:32][CH:33]=3)[N:23]=2)[CH2:18][CH2:17]1)=[O:15])([CH3:12])([CH3:10])[CH3:11], predict the reactants needed to synthesize it. The reactants are: C1C(=O)N([Br:8])C(=O)C1.[C:9]([O:13][C:14]([N:16]1[CH2:21][CH2:20][N:19]([C:22]2[CH:27]=[N:26][CH:25]=[C:24]([C:28]3[CH:33]=[CH:32][C:31]([Cl:34])=[CH:30][CH:29]=3)[N:23]=2)[CH2:18][CH2:17]1)=[O:15])([CH3:12])([CH3:11])[CH3:10]. (5) Given the product [C:1]([N:4]1[CH2:12][C@H:10]([O:11][C:14]2[C:23]3[C:18](=[CH:19][C:20]([O:24][CH3:25])=[CH:21][CH:22]=3)[N:17]=[C:16]([C:26]3[CH:27]=[CH:28][CH:29]=[CH:30][CH:31]=3)[CH:15]=2)[CH2:9][C@H:5]1[C:6]([OH:8])=[O:7])(=[O:3])[CH3:2], predict the reactants needed to synthesize it. The reactants are: [C:1]([N:4]1[CH2:12][C@H:10]([OH:11])[CH2:9][C@H:5]1[C:6]([OH:8])=[O:7])(=[O:3])[CH3:2].Cl[C:14]1[C:23]2[C:18](=[CH:19][C:20]([O:24][CH3:25])=[CH:21][CH:22]=2)[N:17]=[C:16]([C:26]2[CH:31]=[CH:30][CH:29]=[CH:28][CH:27]=2)[CH:15]=1.Cl.[Na+].[Cl-].